Dataset: Forward reaction prediction with 1.9M reactions from USPTO patents (1976-2016). Task: Predict the product of the given reaction. (1) Given the reactants [C:1]([O:5][C:6](=[O:26])[NH:7][C:8]1[C:17]2[C:12](=[CH:13][CH:14]=[CH:15][CH:16]=2)[C:11]([O:18][C:19]2[CH:24]=[CH:23][N:22]=[C:21](Cl)[N:20]=2)=[CH:10][CH:9]=1)([CH3:4])([CH3:3])[CH3:2].[CH3:27][O:28][CH2:29][CH2:30][O:31][CH2:32][CH2:33][O:34][CH2:35][CH2:36][O:37][CH2:38][CH2:39][O:40][CH2:41][CH2:42][O:43][CH2:44][CH2:45][O:46][CH2:47][CH2:48][O:49][C:50]1[CH:51]=[C:52]([CH:54]=[C:55]([O:57][CH3:58])[CH:56]=1)[NH2:53], predict the reaction product. The product is: [C:1]([O:5][C:6](=[O:26])[NH:7][C:8]1[C:17]2[C:12](=[CH:13][CH:14]=[CH:15][CH:16]=2)[C:11]([O:18][C:19]2[CH:24]=[CH:23][N:22]=[C:21]([NH:53][C:52]3[CH:54]=[C:55]([O:57][CH3:58])[CH:56]=[C:50]([O:49][CH2:48][CH2:47][O:46][CH2:45][CH2:44][O:43][CH2:42][CH2:41][O:40][CH2:39][CH2:38][O:37][CH2:36][CH2:35][O:34][CH2:33][CH2:32][O:31][CH2:30][CH2:29][O:28][CH3:27])[CH:51]=3)[N:20]=2)=[CH:10][CH:9]=1)([CH3:4])([CH3:3])[CH3:2]. (2) Given the reactants [C:1]([O:7][CH2:8][CH2:9][CH2:10][CH2:11][Br:12])(=[O:6])[C:2]([CH3:5])([CH3:4])[CH3:3].[NH2:13][C:14]([NH2:16])=[S:15], predict the reaction product. The product is: [BrH:12].[C:1]([O:7][CH2:8][CH2:9][CH2:10][CH2:11][S:15][C:14](=[NH:13])[NH2:16])(=[O:6])[C:2]([CH3:5])([CH3:4])[CH3:3]. (3) The product is: [Cl:1][C:2]1[CH:3]=[CH:4][C:5]([S:8]([C:11](=[C:29]([NH:28][C:24]2[CH:25]=[CH:26][CH:27]=[C:22]([C:20]#[N:21])[CH:23]=2)[S:30][CH3:31])[C:12]#[N:13])(=[O:9])=[O:10])=[CH:6][CH:7]=1. Given the reactants [Cl:1][C:2]1[CH:7]=[CH:6][C:5]([S:8]([CH2:11][C:12]#[N:13])(=[O:10])=[O:9])=[CH:4][CH:3]=1.C(=O)([O-])[O-].[K+].[K+].[C:20]([C:22]1[CH:23]=[C:24]([N:28]=[C:29]=[S:30])[CH:25]=[CH:26][CH:27]=1)#[N:21].[CH3:31]I, predict the reaction product. (4) Given the reactants [CH2:1]1[C:4]2([CH2:7][N:6]([C:8]3[N:13]=[C:12]([C:14]([O:16]CC)=[O:15])[CH:11]=[CH:10][CH:9]=3)[CH2:5]2)[CH2:3][O:2]1.[OH-].[Na+], predict the reaction product. The product is: [CH2:3]1[C:4]2([CH2:5][N:6]([C:8]3[N:13]=[C:12]([C:14]([OH:16])=[O:15])[CH:11]=[CH:10][CH:9]=3)[CH2:7]2)[CH2:1][O:2]1. (5) Given the reactants [NH2:1][C@@H:2]([CH2:11][CH2:12][CH3:13])[C@H:3]([OH:10])[C:4]([NH:6][CH:7]1[CH2:9][CH2:8]1)=[O:5].[Cl:14][C:15]1[CH:20]=[CH:19][C:18]([C:21]2([C:24]([N:26]3[CH2:30][C@H:29]([S:31]([C:34]4[CH:39]=[CH:38][CH:37]=[CH:36][C:35]=4[Cl:40])(=[O:33])=[O:32])[CH2:28][C@H:27]3[C:41](O)=[O:42])=[O:25])[CH2:23][CH2:22]2)=[CH:17][CH:16]=1, predict the reaction product. The product is: [Cl:14][C:15]1[CH:20]=[CH:19][C:18]([C:21]2([C:24]([N:26]3[CH2:30][C@H:29]([S:31]([C:34]4[CH:39]=[CH:38][CH:37]=[CH:36][C:35]=4[Cl:40])(=[O:32])=[O:33])[CH2:28][C@H:27]3[C:41]([NH:1][C@@H:2]([CH2:11][CH2:12][CH3:13])[C:3](=[O:10])[C:4]([NH:6][CH:7]3[CH2:8][CH2:9]3)=[O:5])=[O:42])=[O:25])[CH2:23][CH2:22]2)=[CH:17][CH:16]=1.